Dataset: Full USPTO retrosynthesis dataset with 1.9M reactions from patents (1976-2016). Task: Predict the reactants needed to synthesize the given product. (1) Given the product [F:2][C:3]1[CH:8]=[CH:7][C:6]([CH:9]2[CH2:10][CH2:11][N:12]([S:33]([CH2:32][C@@:25]3([CH3:24])[NH:26][C:27](=[O:31])[NH:28][C:29]3=[O:30])(=[O:34])=[O:35])[CH2:13][CH2:14]2)=[CH:5][CH:4]=1, predict the reactants needed to synthesize it. The reactants are: Cl.[F:2][C:3]1[CH:8]=[CH:7][C:6]([CH:9]2[CH2:14][CH2:13][NH:12][CH2:11][CH2:10]2)=[CH:5][CH:4]=1.C(N(C(C)C)CC)(C)C.[CH3:24][C@@:25]1([CH2:32][S:33](Cl)(=[O:35])=[O:34])[C:29](=[O:30])[NH:28][C:27](=[O:31])[NH:26]1. (2) Given the product [I:1][C:2]1[C:3]([O:22][CH3:23])=[CH:4][C:5]([CH:19]([CH3:21])[CH3:20])=[C:6]([OH:8])[CH:7]=1, predict the reactants needed to synthesize it. The reactants are: [I:1][C:2]1[C:3]([O:22][CH3:23])=[CH:4][C:5]([CH:19]([CH3:21])[CH3:20])=[C:6]([O:8]S(C2C=CC(C)=CC=2)(=O)=O)[CH:7]=1.[OH-].[K+].Cl.CCCCCC. (3) Given the product [OH:1][C:2]1[CH:10]=[C:9]2[N:5]([C@H:6]([C:11]([O:13][CH2:20][CH3:21])=[O:12])[CH2:7][CH2:8]2)[C:4](=[O:14])[CH:3]=1, predict the reactants needed to synthesize it. The reactants are: [OH:1][C:2]1[CH:10]=[C:9]2[N:5]([C@H:6]([C:11]([OH:13])=[O:12])[CH2:7][CH2:8]2)[C:4](=[O:14])[CH:3]=1.S(=O)(=O)(O)O.[CH2:20](O)[CH3:21]. (4) Given the product [N:21]1[CH:22]=[CH:23][N:24]2[CH2:29][CH2:28][N:27]([C:2]3[N:7]=[C:6]([NH:8][C:9]4[N:14]=[CH:13][C:12]5[N:15]=[CH:16][N:17]([CH:18]([CH3:20])[CH3:19])[C:11]=5[CH:10]=4)[CH:5]=[CH:4][N:3]=3)[CH2:26][C:25]=12, predict the reactants needed to synthesize it. The reactants are: Cl[C:2]1[N:7]=[C:6]([NH:8][C:9]2[N:14]=[CH:13][C:12]3[N:15]=[CH:16][N:17]([CH:18]([CH3:20])[CH3:19])[C:11]=3[CH:10]=2)[CH:5]=[CH:4][N:3]=1.[N:21]1[CH:22]=[CH:23][N:24]2[CH2:29][CH2:28][NH:27][CH2:26][C:25]=12.C(N(CC)CC)C. (5) Given the product [ClH:35].[CH3:33][C:31]1[CH:32]=[C:27]([CH:28]=[C:29]([CH3:34])[CH:30]=1)[O:26][C:25]1[CH:24]=[CH:23][C:19]([C:20]([OH:22])=[O:21])=[CH:18][C:17]=1[S:14]([N:11]1[CH2:12][CH2:13][NH:8][CH2:9][CH2:10]1)(=[O:16])=[O:15], predict the reactants needed to synthesize it. The reactants are: C(OC([N:8]1[CH2:13][CH2:12][N:11]([S:14]([C:17]2[CH:18]=[C:19]([CH:23]=[CH:24][C:25]=2[O:26][C:27]2[CH:32]=[C:31]([CH3:33])[CH:30]=[C:29]([CH3:34])[CH:28]=2)[C:20]([OH:22])=[O:21])(=[O:16])=[O:15])[CH2:10][CH2:9]1)=O)(C)(C)C.[ClH:35]. (6) Given the product [CH3:8][NH:9][CH2:10][CH2:11][C:12]1[C:16]2=[C:17]3[C:22](=[CH:23][CH:24]=[C:15]2[NH:14][CH:13]=1)[C:21](=[O:25])[NH:20][CH:19]=[CH:18]3, predict the reactants needed to synthesize it. The reactants are: C([CH2:8][NH:9][CH2:10][CH2:11][C:12]1[C:16]2=[C:17]3[C:22](=[CH:23][CH:24]=[C:15]2[NH:14][CH:13]=1)[C:21](=[O:25])[NH:20][CH:19]=[CH:18]3)C1C=CC=CC=1.